From a dataset of Full USPTO retrosynthesis dataset with 1.9M reactions from patents (1976-2016). Predict the reactants needed to synthesize the given product. The reactants are: [F:10][C:9]([F:12])([F:11])[C:8]([F:14])([F:13])[C:7](O[C:7](=[O:15])[C:8]([F:14])([F:13])[C:9]([F:12])([F:11])[F:10])=[O:15].[CH3:20][O:21][C:22]1[CH:66]=[C:65]([O:67][CH3:68])[CH:64]=[C:63]([O:69][CH3:70])[C:23]=1/[CH:24]=[CH:25]/[CH:26]([S:36]([CH:39](/[CH:49]=[CH:50]/[C:51]1[C:56]([O:57][CH3:58])=[CH:55][C:54]([O:59][CH3:60])=[CH:53][C:52]=1[O:61][CH3:62])[C:40]1[CH:45]=[CH:44][C:43]([O:46][CH3:47])=[C:42]([NH2:48])[CH:41]=1)(=[O:38])=[O:37])[C:27]1[CH:32]=[CH:31][C:30]([O:33][CH3:34])=[C:29]([NH2:35])[CH:28]=1. Given the product [CH3:70][O:69][C:63]1[CH:64]=[C:65]([O:67][CH3:68])[CH:66]=[C:22]([O:21][CH3:20])[C:23]=1/[CH:24]=[CH:25]/[CH:26]([S:36]([CH:39](/[CH:49]=[CH:50]/[C:51]1[C:52]([O:61][CH3:62])=[CH:53][C:54]([O:59][CH3:60])=[CH:55][C:56]=1[O:57][CH3:58])[C:40]1[CH:45]=[CH:44][C:43]([O:46][CH3:47])=[C:42]([NH:48][C:7](=[O:15])[C:8]([F:13])([F:14])[C:9]([F:10])([F:11])[F:12])[CH:41]=1)(=[O:38])=[O:37])[C:27]1[CH:32]=[CH:31][C:30]([O:33][CH3:34])=[C:29]([NH:35][C:7](=[O:15])[C:8]([F:14])([F:13])[C:9]([F:12])([F:11])[F:10])[CH:28]=1, predict the reactants needed to synthesize it.